This data is from Catalyst prediction with 721,799 reactions and 888 catalyst types from USPTO. The task is: Predict which catalyst facilitates the given reaction. (1) Reactant: [CH3:1][C:2](=[CH:5][CH:6]=[CH:7][C:8]([CH3:22])=[CH:9][CH:10]=[CH:11][CH:12]=[C:13]([CH3:21])[CH:14]=[CH:15][CH:16]=[C:17]([CH3:20])[CH2:18][OH:19])[CH2:3][OH:4]. Product: [CH3:20][C:17](=[CH:16][CH:15]=[CH:14][C:13]([CH3:21])=[CH:12][CH:11]=[CH:10][CH:9]=[C:8]([CH3:22])[CH:7]=[CH:6][CH:5]=[C:2]([CH3:1])[CH:3]=[O:4])[CH:18]=[O:19]. The catalyst class is: 485. (2) Reactant: N(C(OCC)=O)=NC(OCC)=O.C1(P(C2C=CC=CC=2)C2C=CC=CC=2)C=CC=CC=1.[Cl:32][C:33]1[CH:34]=[C:35]([OH:40])[CH:36]=[CH:37][C:38]=1[Cl:39].O[CH:42]1[CH2:47][CH2:46][N:45]([C:48]([O:50][C:51]([CH3:54])([CH3:53])[CH3:52])=[O:49])[CH2:44][CH2:43]1. Product: [Cl:32][C:33]1[CH:34]=[C:35]([CH:36]=[CH:37][C:38]=1[Cl:39])[O:40][CH:42]1[CH2:47][CH2:46][N:45]([C:48]([O:50][C:51]([CH3:54])([CH3:53])[CH3:52])=[O:49])[CH2:44][CH2:43]1. The catalyst class is: 1.